Predict the product of the given reaction. From a dataset of Forward reaction prediction with 1.9M reactions from USPTO patents (1976-2016). Given the reactants [O:1]1[CH2:6][CH2:5][CH2:4][C@H:3]([CH2:7][CH:8]=O)[CH2:2]1.[CH3:10][NH2:11], predict the reaction product. The product is: [O:1]1[CH2:6][CH2:5][CH2:4][C@H:3]([CH2:7]/[CH:8]=[N:11]/[CH3:10])[CH2:2]1.